This data is from NCI-60 drug combinations with 297,098 pairs across 59 cell lines. The task is: Regression. Given two drug SMILES strings and cell line genomic features, predict the synergy score measuring deviation from expected non-interaction effect. (1) Drug 1: C1=C(C(=O)NC(=O)N1)F. Cell line: K-562. Synergy scores: CSS=35.8, Synergy_ZIP=-6.81, Synergy_Bliss=-10.0, Synergy_Loewe=-14.1, Synergy_HSA=-8.86. Drug 2: C(CCl)NC(=O)N(CCCl)N=O. (2) Drug 1: CC1=C2C(C(=O)C3(C(CC4C(C3C(C(C2(C)C)(CC1OC(=O)C(C(C5=CC=CC=C5)NC(=O)OC(C)(C)C)O)O)OC(=O)C6=CC=CC=C6)(CO4)OC(=O)C)O)C)O. Drug 2: C1=NNC2=C1C(=O)NC=N2. Cell line: SW-620. Synergy scores: CSS=4.79, Synergy_ZIP=-1.93, Synergy_Bliss=-1.23, Synergy_Loewe=2.31, Synergy_HSA=-2.55. (3) Drug 1: C1=C(C(=O)NC(=O)N1)N(CCCl)CCCl. Drug 2: CC1=C(C(=O)C2=C(C1=O)N3CC4C(C3(C2COC(=O)N)OC)N4)N. Cell line: KM12. Synergy scores: CSS=2.95, Synergy_ZIP=-10.2, Synergy_Bliss=-17.3, Synergy_Loewe=-15.7, Synergy_HSA=-14.5.